From a dataset of NCI-60 drug combinations with 297,098 pairs across 59 cell lines. Regression. Given two drug SMILES strings and cell line genomic features, predict the synergy score measuring deviation from expected non-interaction effect. Drug 1: CC1=C(C=C(C=C1)NC2=NC=CC(=N2)N(C)C3=CC4=NN(C(=C4C=C3)C)C)S(=O)(=O)N.Cl. Drug 2: C1C(C(OC1N2C=NC3=C(N=C(N=C32)Cl)N)CO)O. Cell line: SN12C. Synergy scores: CSS=12.2, Synergy_ZIP=-6.75, Synergy_Bliss=-0.656, Synergy_Loewe=-1.73, Synergy_HSA=-1.75.